Dataset: Full USPTO retrosynthesis dataset with 1.9M reactions from patents (1976-2016). Task: Predict the reactants needed to synthesize the given product. (1) The reactants are: COC(=O)CSCC1[C:16]2[C:11](=[CH:12][CH:13]=[C:14](C3C=CC=CC=3OC)[CH:15]=2)[NH:10]C(C)(C)C=1.Br[CH2:29][C:30]1[C:39]2[C:34](=[CH:35][CH:36]=[C:37]([C:40]3[CH:45]=[CH:44][CH:43]=[CH:42][C:41]=3[O:46][CH3:47])[CH:38]=2)[NH:33][C:32]([CH3:49])([CH3:48])[CH:31]=1.C(=O)([O-])[O-].[K+].[K+].SCCC(OC)=O. Given the product [CH3:47][O:46][C:41]1[CH:42]=[CH:43][CH:44]=[CH:45][C:40]=1[C:37]1[CH:38]=[C:39]2[C:34](=[CH:35][CH:36]=1)[NH:33][C:32]([CH3:49])([CH3:48])[CH:31]=[C:30]2[CH2:29][NH:10][C:11]1[CH:16]=[CH:15][CH:14]=[CH:13][CH:12]=1, predict the reactants needed to synthesize it. (2) Given the product [CH3:9][C@@H:10]1[CH2:15][N:14]([CH2:7][C:3]2[CH:2]=[N:1][CH:6]=[CH:5][CH:4]=2)[C@@H:13]([CH3:16])[CH2:12][N:11]1[C:17]1[CH:18]=[CH:19][C:20]2[N:21]([C:23]([C:26]([F:29])([F:28])[F:27])=[N:24][N:25]=2)[N:22]=1, predict the reactants needed to synthesize it. The reactants are: [N:1]1[CH:6]=[CH:5][CH:4]=[C:3]([CH:7]=O)[CH:2]=1.[CH3:9][C@@H:10]1[CH2:15][NH:14][C@@H:13]([CH3:16])[CH2:12][N:11]1[C:17]1[CH:18]=[CH:19][C:20]2[N:21]([C:23]([C:26]([F:29])([F:28])[F:27])=[N:24][N:25]=2)[N:22]=1. (3) Given the product [F:1][C:2]1[C:3]([CH2:16][CH2:17][C:18]([O:20][CH3:21])=[O:19])=[C:4]([C:12]([O:14][CH3:15])=[O:13])[C:5]2[C:9]([CH:10]=1)=[N:8][N:7]([CH3:11])[CH:6]=2, predict the reactants needed to synthesize it. The reactants are: [F:1][C:2]1[C:3](/[CH:16]=[CH:17]/[C:18]([O:20][CH3:21])=[O:19])=[C:4]([C:12]([O:14][CH3:15])=[O:13])[C:5]2[C:9]([CH:10]=1)=[N:8][N:7]([CH3:11])[CH:6]=2. (4) The reactants are: FC(F)(F)S(O[C:7]1[C:16]2[C:11](=[N:12][CH:13]=[CH:14][CH:15]=2)[N:10]([O:17][CH2:18][C:19]2[CH:24]=[CH:23][CH:22]=[CH:21][CH:20]=2)[C:9](=[O:25])[CH:8]=1)(=O)=O.[OH:28][C:29]1[CH:30]=[C:31](B(O)O)[CH:32]=[CH:33][CH:34]=1.C(=O)([O-])[O-].[Na+].[Na+].N#N. Given the product [CH2:18]([O:17][N:10]1[C:11]2[C:16](=[CH:15][CH:14]=[CH:13][N:12]=2)[C:7]([C:33]2[CH:32]=[CH:31][CH:30]=[C:29]([OH:28])[CH:34]=2)=[CH:8][C:9]1=[O:25])[C:19]1[CH:24]=[CH:23][CH:22]=[CH:21][CH:20]=1, predict the reactants needed to synthesize it. (5) Given the product [CH3:1][O:2][C:3](=[O:24])[CH2:4][CH:5]1[CH2:10][CH2:9][CH:8]([C:11]2[CH:16]=[CH:15][C:14]([C:17]3[CH:22]=[CH:21][C:20]([NH:23][C:26]4[O:27][C:28]5[CH:34]=[CH:33][CH:32]=[CH:31][C:29]=5[N:30]=4)=[CH:19][N:18]=3)=[CH:13][CH:12]=2)[CH2:7][CH2:6]1, predict the reactants needed to synthesize it. The reactants are: [CH3:1][O:2][C:3](=[O:24])[CH2:4][CH:5]1[CH2:10][CH2:9][CH:8]([C:11]2[CH:16]=[CH:15][C:14]([C:17]3[CH:22]=[CH:21][C:20]([NH2:23])=[CH:19][N:18]=3)=[CH:13][CH:12]=2)[CH2:7][CH2:6]1.Cl[C:26]1[O:27][C:28]2[CH:34]=[CH:33][CH:32]=[CH:31][C:29]=2[N:30]=1.Cl. (6) Given the product [NH2:14][C:15]1[C:23]([Br:24])=[CH:22][C:21]([CH3:25])=[CH:20][C:16]=1[C:17]([NH:9][NH:8][C:6]1[CH:7]=[C:2]([Cl:1])[CH:3]=[CH:4][C:5]=1[S:10][CH2:11][CH2:12][CH3:13])=[O:18], predict the reactants needed to synthesize it. The reactants are: [Cl:1][C:2]1[CH:3]=[CH:4][C:5]([S:10][CH2:11][CH2:12][CH3:13])=[C:6]([NH:8][NH2:9])[CH:7]=1.[NH2:14][C:15]1[C:23]([Br:24])=[CH:22][C:21]([CH3:25])=[CH:20][C:16]=1[C:17](O)=[O:18].BrC1C(C)=CC(C(NNC2C=C(Cl)C=CC=2SCC)=O)=C([N+]([O-])=O)C=1. (7) Given the product [CH:1]1([CH:4]([C:13]2[CH:18]=[CH:17][CH:16]=[CH:15][CH:14]=2)[CH2:5][C:6]2[CH:11]=[CH:10][N:9]=[C:8]([NH:12][C:19]([NH2:27])=[O:26])[CH:7]=2)[CH2:3][CH2:2]1, predict the reactants needed to synthesize it. The reactants are: [CH:1]1([CH:4]([C:13]2[CH:18]=[CH:17][CH:16]=[CH:15][CH:14]=2)[CH2:5][C:6]2[CH:11]=[CH:10][N:9]=[C:8]([NH2:12])[CH:7]=2)[CH2:3][CH2:2]1.[C:19]([N:27]=C=O)(=[O:26])C1C=CC=CC=1.C(O)C.C(=O)([O-])[O-].[K+].[K+]. (8) Given the product [NH2:1][CH:2]([C@H:4]1[C@@H:8]2[C@@H:9]3[C@@:22]([CH3:25])([CH2:23][CH2:24][C@@:7]2([NH:40][CH2:41][CH2:42][N:43]2[CH2:44][CH2:45][S:46](=[O:50])(=[O:49])[CH2:47][CH2:48]2)[CH2:6][CH2:5]1)[C@@:21]1([CH3:26])[C@@H:12]([C@:13]2([CH3:39])[C@@H:18]([CH2:19][CH2:20]1)[C:17]([CH3:27])([CH3:28])[C:16]([C:29]1[CH:30]=[CH:31][C:32]([C:33]([OH:35])=[O:34])=[CH:37][CH:38]=1)=[CH:15][CH2:14]2)[CH2:11][CH2:10]3)[CH3:3].[C:51]([OH:57])([C:53]([F:56])([F:55])[F:54])=[O:52], predict the reactants needed to synthesize it. The reactants are: [NH2:1][C@@H:2]([C@H:4]1[C@@H:8]2[C@@H:9]3[C@@:22]([CH3:25])([CH2:23][CH2:24][C@@:7]2([NH:40][CH2:41][CH2:42][N:43]2[CH2:48][CH2:47][S:46](=[O:50])(=[O:49])[CH2:45][CH2:44]2)[CH2:6][CH2:5]1)[C@@:21]1([CH3:26])[C@@H:12]([C@:13]2([CH3:39])[C@@H:18]([CH2:19][CH2:20]1)[C:17]([CH3:28])([CH3:27])[C:16]([C:29]1[CH:38]=[CH:37][C:32]([C:33]([O:35]C)=[O:34])=[CH:31][CH:30]=1)=[CH:15][CH2:14]2)[CH2:11][CH2:10]3)[CH3:3].[C:51]([OH:57])([C:53]([F:56])([F:55])[F:54])=[O:52].O.[OH-].[Li+].O1CCCC1. (9) Given the product [Cl:1][C:2]1[C:11]([C:12]([O:14][CH3:15])=[O:13])=[C:10]2[N:5]([CH2:6][CH2:7][CH2:8][CH2:9]2)[C:4](=[O:16])[C:3]=1[F:18], predict the reactants needed to synthesize it. The reactants are: [Cl:1][C:2]1[C:11]([C:12]([O:14][CH3:15])=[O:13])=[C:10]2[N:5]([CH2:6][CH2:7][CH2:8][CH2:9]2)[C:4](=[O:16])[CH:3]=1.[B-](F)(F)(F)[F:18].[B-](F)(F)(F)F.C1[N+]2(CCl)CC[N+](F)(CC2)C1.